Dataset: Forward reaction prediction with 1.9M reactions from USPTO patents (1976-2016). Task: Predict the product of the given reaction. (1) Given the reactants [CH3:1][O:2][C:3]1[CH:12]=[CH:11][CH:10]=[CH:9][C:4]=1[C:5]([O:7][CH3:8])=[O:6].[N+:13]([O-])([O-:15])=[O:14].[K+], predict the reaction product. The product is: [CH3:1][O:2][C:3]1[CH:12]=[CH:11][C:10]([N+:13]([O-:15])=[O:14])=[CH:9][C:4]=1[C:5]([O:7][CH3:8])=[O:6]. (2) Given the reactants C([O:3][C:4](=[O:11])[CH2:5][C:6]1[N:7]=[N:8][NH:9][N:10]=1)C.[C:12](Cl)([C:25]1[CH:30]=[CH:29][CH:28]=[CH:27][CH:26]=1)([C:19]1[CH:24]=[CH:23][CH:22]=[CH:21][CH:20]=1)[C:13]1[CH:18]=[CH:17][CH:16]=[CH:15][CH:14]=1.O.[OH-].[K+], predict the reaction product. The product is: [C:12]([N:8]1[N:9]=[N:10][C:6]([CH2:5][C:4]([OH:3])=[O:11])=[N:7]1)([C:13]1[CH:18]=[CH:17][CH:16]=[CH:15][CH:14]=1)([C:25]1[CH:26]=[CH:27][CH:28]=[CH:29][CH:30]=1)[C:19]1[CH:20]=[CH:21][CH:22]=[CH:23][CH:24]=1. (3) Given the reactants [CH:1]([NH:4][C:5]([C:7]1[C:15]2[C:10](=[N:11][CH:12]=[C:13]([NH:16][C:17]3[CH:22]=[CH:21][C:20]([CH3:23])=[CH:19][N:18]=3)[N:14]=2)[N:9](COCC[Si](C)(C)C)[CH:8]=1)=[O:6])([CH3:3])[CH3:2].FC(F)(F)C(O)=O.CO.[OH-].[NH4+], predict the reaction product. The product is: [CH:1]([NH:4][C:5]([C:7]1[C:15]2[C:10](=[N:11][CH:12]=[C:13]([NH:16][C:17]3[CH:22]=[CH:21][C:20]([CH3:23])=[CH:19][N:18]=3)[N:14]=2)[NH:9][CH:8]=1)=[O:6])([CH3:3])[CH3:2]. (4) Given the reactants [NH2:1][C:2]1[N:3]([C:8]2[C:13]([Cl:14])=[CH:12][C:11]([Cl:15])=[CH:10][C:9]=2[Cl:16])[N:4]=[C:5]([CH3:7])[CH:6]=1.[C:17]([CH:20]1[CH2:25][CH2:24][O:23][C:21]1=[O:22])(=O)[CH3:18], predict the reaction product. The product is: [CH3:7][C:5]1[CH:6]=[C:2]([NH:1]/[C:17](=[C:20]2/[C:21](=[O:22])[O:23][CH2:24][CH2:25]/2)/[CH3:18])[N:3]([C:8]2[C:13]([Cl:14])=[CH:12][C:11]([Cl:15])=[CH:10][C:9]=2[Cl:16])[N:4]=1. (5) Given the reactants COC(C1C=C(NS([C:7]2[CH:12]=[CH:11][C:10](C)=[CH:9][CH:8]=2)(=O)=O)[C:12]2[C:7](=[C:8](OC[C:7]3[CH:12]=[CH:11][CH:10]=[CH:9][CH:8]=3)[CH:9]=[CH:10][CH:11]=2)N=1)=O.C[O:35][C:36]([C:38]1[CH:47]=[C:46]([O:48]CC2C=CC=CC=2)[C:45]2[C:40](=[C:41]([N+:62]([O-])=O)[CH:42]=[C:43](N3CCCCC3)[CH:44]=2)[N:39]=1)=[O:37], predict the reaction product. The product is: [C:7]1([C:42]2[C:41]([NH2:62])=[C:40]3[C:45]([C:46]([OH:48])=[CH:47][C:38]([C:36]([OH:35])=[O:37])=[N:39]3)=[CH:44][CH:43]=2)[CH:12]=[CH:11][CH:10]=[CH:9][CH:8]=1. (6) Given the reactants [Br:1][C:2]1[C:3]([F:22])=[CH:4][C:5]2[CH:11]3[CH2:12][CH:9]([CH2:10]3)[N:8]3[C:13]([CH:19]=O)=[C:14]([C:16]([NH2:18])=[O:17])[N:15]=[C:7]3[C:6]=2[CH:21]=1.[CH3:23][N:24]1[CH2:29][CH2:28][NH:27][CH2:26][CH2:25]1, predict the reaction product. The product is: [Br:1][C:2]1[C:3]([F:22])=[CH:4][C:5]2[CH:11]3[CH2:12][CH:9]([CH2:10]3)[N:8]3[C:13]([CH2:19][N:27]4[CH2:28][CH2:29][N:24]([CH3:23])[CH2:25][CH2:26]4)=[C:14]([C:16]([NH2:18])=[O:17])[N:15]=[C:7]3[C:6]=2[CH:21]=1.